This data is from Reaction yield outcomes from USPTO patents with 853,638 reactions. The task is: Predict the reaction yield, written as a fraction of the theoretical maximum amount of product (1.0 means a 100% yield; for example, 0.34 means a 34% yield). (1) The reactants are Cl[C:2]1[C:7]([C:8]2[CH:13]=[CH:12][CH:11]=[CH:10][CH:9]=2)=[CH:6][C:5]([N+:14]([O-:16])=[O:15])=[CH:4][N:3]=1.[CH:17]1(B2OC(C)(C)C(C)(C)O2)[CH2:19][CH2:18]1.C(Cl)Cl.C([O-])([O-])=O.[Cs+].[Cs+]. The catalyst is O1CCOCC1.O. The product is [CH:17]1([C:2]2[C:7]([C:8]3[CH:13]=[CH:12][CH:11]=[CH:10][CH:9]=3)=[CH:6][C:5]([N+:14]([O-:16])=[O:15])=[CH:4][N:3]=2)[CH2:19][CH2:18]1. The yield is 0.170. (2) The reactants are [F:1][C:2]1[C:3]([N+:17]([O-:19])=[O:18])=[C:4]([CH:8](C(OC)=O)[C:9]([O:11]C)=[O:10])[CH:5]=[CH:6][CH:7]=1.Cl. The catalyst is O. The product is [F:1][C:2]1[C:3]([N+:17]([O-:19])=[O:18])=[C:4]([CH2:8][C:9]([OH:11])=[O:10])[CH:5]=[CH:6][CH:7]=1. The yield is 0.900. (3) The reactants are O=C[C@@H]([C@H]([C@@H]([C@@H](CO)O)O)O)O.C1C=[N+]([C@@H]2O[C@H](COP(OP(OC[C@H]3O[C@@H](N4C5N=CN=C(N)C=5N=C4)[C@H](OP(O)(O)=O)[C@@H]3O)(O)=O)(O)=O)[C@@H](O)[C@H]2O)C=C(C(N)=O)C=1.[Cl:61][CH2:62][C:63](=[O:80])[C@@H:64]([NH:72][C:73]([O:75][C:76]([CH3:79])([CH3:78])[CH3:77])=[O:74])[CH2:65][C:66]1[CH:71]=[CH:70][CH:69]=[CH:68][CH:67]=1.[OH-].[Na+]. The catalyst is C1(C)C=CC=CC=1. The product is [Cl:61][CH2:62][C@H:63]([OH:80])[C@@H:64]([NH:72][C:73]([O:75][C:76]([CH3:78])([CH3:77])[CH3:79])=[O:74])[CH2:65][C:66]1[CH:71]=[CH:70][CH:69]=[CH:68][CH:67]=1. The yield is 0.991. (4) The reactants are [O:1]=[C:2]1[C:11]([C:12]#[N:13])=[C:10]2[C:5]([C:6](=[O:14])[CH2:7][CH2:8][CH2:9]2)=[CH:4][NH:3]1.I[CH2:16][CH2:17][CH2:18][CH3:19].[H-].[Na+].Cl. The catalyst is CN(C=O)C. The product is [CH2:16]([N:3]1[C:2](=[O:1])[C:11]([C:12]#[N:13])=[C:10]2[C:5]([C:6](=[O:14])[CH2:7][CH2:8][CH2:9]2)=[CH:4]1)[CH2:17][CH2:18][CH3:19]. The yield is 0.610. (5) The reactants are C1(P(C2C=CC=CC=2)C2C=CC=CC=2)C=CC=CC=1.C1C=CC(COC(/N=N/C(OCC2C=CC=CC=2)=O)=O)=CC=1.[F:42][C:43]([F:52])([F:51])[C:44]1[CH:49]=[CH:48][C:47]([OH:50])=[CH:46][CH:45]=1.[CH3:53][C:54]1[O:58][C:57]([CH2:59][CH2:60]O)=[CH:56][CH:55]=1. The catalyst is C1COCC1. The product is [CH3:53][C:54]1[O:58][C:57]([CH2:59][CH2:60][O:50][C:47]2[CH:46]=[CH:45][C:44]([C:43]([F:51])([F:52])[F:42])=[CH:49][CH:48]=2)=[CH:56][CH:55]=1. The yield is 0.440. (6) The reactants are [C:1]([O:6][CH2:7][CH2:8][OH:9])(=[O:5])[C:2]([CH3:4])=[CH2:3].[C:10]1(=[O:16])[O:15][C:13](=[O:14])[CH2:12][CH2:11]1.C(N(CC)CC)C. The catalyst is ClCCl. The product is [C:1]([O:6][CH2:7][CH2:8][O:9][C:10](=[O:16])[CH2:11][CH2:12][C:13]([OH:15])=[O:14])(=[O:5])[C:2]([CH3:4])=[CH2:3]. The yield is 0.778. (7) The reactants are [CH3:1][O:2][CH2:3][C:4](=O)[CH2:5][C:6]#[N:7].[CH2:9]([NH:11][NH2:12])[CH3:10].Cl. The catalyst is C(O)C. The product is [CH2:9]([N:11]1[C:6]([NH2:7])=[CH:5][C:4]([CH2:3][O:2][CH3:1])=[N:12]1)[CH3:10]. The yield is 0.558. (8) The reactants are Br[C:2]1[CH:3]=[C:4]([CH:7]=[CH:8][CH:9]=1)[C:5]#[N:6].[NH:10]1[C:18]2[C:13](=[CH:14][CH:15]=[CH:16][CH:17]=2)[C:12]2([CH:22](B(O)O)[CH2:21][CH2:20][CH2:19]2)[C:11]1=[O:26].C(=O)([O-])[O-].[Na+].[Na+].[OH-].[Na+]. The product is [C:5]([C:4]1[CH:3]=[C:2]([C:15]2[CH:14]=[C:13]3[C:18](=[CH:17][CH:16]=2)[NH:10][C:11](=[O:26])[C:12]23[CH2:22][CH2:21][CH2:20][CH2:19]2)[CH:9]=[CH:8][CH:7]=1)#[N:6]. The catalyst is COCCOC.O.C1C=CC([P]([Pd]([P](C2C=CC=CC=2)(C2C=CC=CC=2)C2C=CC=CC=2)([P](C2C=CC=CC=2)(C2C=CC=CC=2)C2C=CC=CC=2)[P](C2C=CC=CC=2)(C2C=CC=CC=2)C2C=CC=CC=2)(C2C=CC=CC=2)C2C=CC=CC=2)=CC=1. The yield is 0.400. (9) The reactants are [CH3:1][O:2][C:3]1[C:14]2[CH2:13][CH:12]3[CH2:15][CH:8]([CH2:9][NH:10][CH2:11]3)[C:7]=2[CH:6]=[CH:5][N:4]=1.[C:16](O[C:16]([O:18][C:19]([CH3:22])([CH3:21])[CH3:20])=[O:17])([O:18][C:19]([CH3:22])([CH3:21])[CH3:20])=[O:17]. The catalyst is ClCCl.O. The product is [C:19]([O:18][C:16]([N:10]1[CH2:9][CH:8]2[CH2:15][CH:12]([CH2:13][C:14]3[C:3]([O:2][CH3:1])=[N:4][CH:5]=[CH:6][C:7]=32)[CH2:11]1)=[O:17])([CH3:22])([CH3:21])[CH3:20]. The yield is 0.960.